From a dataset of NCI-60 drug combinations with 297,098 pairs across 59 cell lines. Regression. Given two drug SMILES strings and cell line genomic features, predict the synergy score measuring deviation from expected non-interaction effect. (1) Drug 1: CN1CCC(CC1)COC2=C(C=C3C(=C2)N=CN=C3NC4=C(C=C(C=C4)Br)F)OC. Drug 2: C1=C(C(=O)NC(=O)N1)F. Cell line: UACC62. Synergy scores: CSS=39.6, Synergy_ZIP=-6.35, Synergy_Bliss=-10.4, Synergy_Loewe=-7.95, Synergy_HSA=-7.05. (2) Drug 1: C1C(C(OC1N2C=NC3=C(N=C(N=C32)Cl)N)CO)O. Drug 2: C1=NC2=C(N=C(N=C2N1C3C(C(C(O3)CO)O)O)F)N. Cell line: NCI-H226. Synergy scores: CSS=5.64, Synergy_ZIP=-5.56, Synergy_Bliss=-1.70, Synergy_Loewe=-0.439, Synergy_HSA=-0.439. (3) Drug 1: C1=CC(=CC=C1CC(C(=O)O)N)N(CCCl)CCCl.Cl. Drug 2: CCN(CC)CCCC(C)NC1=C2C=C(C=CC2=NC3=C1C=CC(=C3)Cl)OC. Cell line: HT29. Synergy scores: CSS=42.7, Synergy_ZIP=4.14, Synergy_Bliss=4.33, Synergy_Loewe=-4.04, Synergy_HSA=2.23.